From a dataset of Forward reaction prediction with 1.9M reactions from USPTO patents (1976-2016). Predict the product of the given reaction. (1) Given the reactants [C:1]1([CH:7]2[CH2:11][NH:10][CH2:9][CH:8]2[CH2:12][OH:13])[CH:6]=[CH:5][CH:4]=[CH:3][CH:2]=1.CN(C(ON1N=NC2C=CC=CC1=2)=[N+](C)C)C.[B-](F)(F)(F)F.C(N(C(C)C)C(C)C)C.[CH3:45][C:46]1[CH:51]=[CH:50][C:49]([C:52]2[C:56]([C:57](O)=[O:58])=[CH:55][O:54][N:53]=2)=[CH:48][CH:47]=1, predict the reaction product. The product is: [CH3:45][C:46]1[CH:47]=[CH:48][C:49]([C:52]2[C:56]([C:57]([N:10]3[CH2:11][C@@H:7]([C:1]4[CH:2]=[CH:3][CH:4]=[CH:5][CH:6]=4)[CH:8]([CH2:12][OH:13])[CH2:9]3)=[O:58])=[CH:55][O:54][N:53]=2)=[CH:50][CH:51]=1. (2) Given the reactants [Br:1][C:2]1[CH:3]=[C:4]([S:8](Cl)(=[O:10])=[O:9])[S:5][C:6]=1[Cl:7].N1C=CC=CC=1.[O-:18][C:19]#[N:20].[Na+].Br.[Br:23][C:24]1[S:28][C:27]([NH2:29])=[N:26][CH:25]=1, predict the reaction product. The product is: [Br:1][C:2]1[CH:3]=[C:4]([S:8]([NH:20][C:19](=[O:18])[NH:29][C:27]2[S:28][C:24]([Br:23])=[CH:25][N:26]=2)(=[O:10])=[O:9])[S:5][C:6]=1[Cl:7].